Task: Predict the reactants needed to synthesize the given product.. Dataset: Full USPTO retrosynthesis dataset with 1.9M reactions from patents (1976-2016) (1) Given the product [CH3:27][N:26]([CH3:28])[CH:24]([CH3:25])[CH2:23][N:13]1[C:4]2[C:5](=[CH:6][CH:1]=[CH:2][CH:3]=2)[C:7]2[CH:8]=[CH:9][CH:10]=[N:11][C:12]1=2, predict the reactants needed to synthesize it. The reactants are: [CH:1]1[CH:2]=[CH:3][C:4]2[NH:13][C:12]3[N:11]=[CH:10][CH:9]=[CH:8][C:7]=3[C:5]=2[CH:6]=1.CN(C=O)C.[H-].[Na+].Cl.Cl[CH2:23][CH:24]([N:26]([CH3:28])[CH3:27])[CH3:25]. (2) Given the product [Br:1][C:2]1[CH:3]=[N:4][C:5]2[N:6]([N:8]=[C:9]([C:11]([N:28]3[CH2:27][CH2:26][N:25]4[C:21]([C:18]5[CH:19]=[N:20][C:15]([F:14])=[CH:16][CH:17]=5)=[CH:22][N:23]=[C:24]4[CH:29]3[CH3:30])=[O:13])[CH:10]=2)[CH:7]=1, predict the reactants needed to synthesize it. The reactants are: [Br:1][C:2]1[CH:3]=[N:4][C:5]2[N:6]([N:8]=[C:9]([C:11]([OH:13])=O)[CH:10]=2)[CH:7]=1.[F:14][C:15]1[N:20]=[CH:19][C:18]([C:21]2[N:25]3[CH2:26][CH2:27][NH:28][CH:29]([CH3:30])[C:24]3=[N:23][CH:22]=2)=[CH:17][CH:16]=1.